Dataset: Catalyst prediction with 721,799 reactions and 888 catalyst types from USPTO. Task: Predict which catalyst facilitates the given reaction. (1) Reactant: [NH2:1][C:2]1[CH:3]=[C:4]([CH:21]=[CH:22][C:23]=1[F:24])[O:5][C:6]1[CH:7]=[CH:8][C:9]2[N:10]([CH:12]=[C:13]([NH:15][C:16]([CH:18]3[CH2:20][CH2:19]3)=[O:17])[N:14]=2)[N:11]=1.[C:25]([N:32]1C=CN=C1)(N1C=CN=C1)=[O:26].Cl.N[O:39][CH2:40][CH:41]([CH3:43])[CH3:42].C(N(CC)CC)C. Product: [F:24][C:23]1[CH:22]=[CH:21][C:4]([O:5][C:6]2[CH:7]=[CH:8][C:9]3[N:10]([CH:12]=[C:13]([NH:15][C:16]([CH:18]4[CH2:20][CH2:19]4)=[O:17])[N:14]=3)[N:11]=2)=[CH:3][C:2]=1[NH:1][C:25]([NH:32][O:39][CH2:40][CH:41]([CH3:43])[CH3:42])=[O:26]. The catalyst class is: 9. (2) Reactant: [OH:1][CH2:2][C@@H:3]([NH:21][CH2:22][C@H:23]([OH:33])[CH2:24][O:25][C:26]1[CH:31]=[CH:30][C:29]([OH:32])=[CH:28][CH:27]=1)[CH2:4][C:5]1[CH:20]=[CH:19][C:8]([O:9][C:10]2[N:18]=[CH:17][CH:16]=[CH:15][C:11]=2[C:12]([NH2:14])=[O:13])=[CH:7][CH:6]=1.[ClH:34]. Product: [ClH:34].[ClH:34].[OH:1][CH2:2][C@@H:3]([NH:21][CH2:22][C@H:23]([OH:33])[CH2:24][O:25][C:26]1[CH:27]=[CH:28][C:29]([OH:32])=[CH:30][CH:31]=1)[CH2:4][C:5]1[CH:6]=[CH:7][C:8]([O:9][C:10]2[N:18]=[CH:17][CH:16]=[CH:15][C:11]=2[C:12]([NH2:14])=[O:13])=[CH:19][CH:20]=1. The catalyst class is: 12. (3) Reactant: [CH3:1][O:2][C:3](=[O:12])[NH:4][C@H:5]1[C@@H:10]([CH3:11])[CH2:9][CH2:8][NH:7][CH2:6]1.[CH:13](=O)[C:14]1[CH:19]=[CH:18][CH:17]=[CH:16][CH:15]=1.C(O[BH-](OC(=O)C)OC(=O)C)(=O)C.[Na+]. Product: [CH3:1][O:2][C:3](=[O:12])[NH:4][C@H:5]1[C@@H:10]([CH3:11])[CH2:9][CH2:8][N:7]([CH2:13][C:14]2[CH:19]=[CH:18][CH:17]=[CH:16][CH:15]=2)[CH2:6]1. The catalyst class is: 2. (4) Reactant: [CH3:1][O:2][C:3]1[CH:4]=[CH:5][C:6]2[NH:12][C:11](=[O:13])[N:10]([CH:14]3[CH2:19][CH2:18][N:17]([C:20]4[N:25]=[CH:24][N:23]=[C:22]([C:26](O)=[O:27])[CH:21]=4)[CH2:16][CH2:15]3)[CH2:9][CH2:8][C:7]=2[CH:29]=1.[NH:30]1[C:38]2[C:33](=[CH:34][CH:35]=[CH:36][CH:37]=2)[CH:32]([CH2:39][OH:40])[CH2:31]1.CN(C(ON1N=NC2C=CC=CC1=2)=[N+](C)C)C.[B-](F)(F)(F)F. Product: [OH:40][CH2:39][CH:32]1[C:33]2[C:38](=[CH:37][CH:36]=[CH:35][CH:34]=2)[N:30]([C:26]([C:22]2[N:23]=[CH:24][N:25]=[C:20]([N:17]3[CH2:16][CH2:15][CH:14]([N:10]4[CH2:9][CH2:8][C:7]5[CH:29]=[C:3]([O:2][CH3:1])[CH:4]=[CH:5][C:6]=5[NH:12][C:11]4=[O:13])[CH2:19][CH2:18]3)[CH:21]=2)=[O:27])[CH2:31]1. The catalyst class is: 3.